This data is from Catalyst prediction with 721,799 reactions and 888 catalyst types from USPTO. The task is: Predict which catalyst facilitates the given reaction. (1) Product: [CH3:23][C:19]1[CH:20]=[CH:21][CH:22]=[C:2]([CH3:1])[C:3]=1[CH2:4][O:5][C:6]1[CH:7]=[C:8]([CH:14]=[CH:15][C:16]=1[O:17][CH3:18])[C:9]([OH:11])=[O:10]. Reactant: [CH3:1][C:2]1[CH:22]=[CH:21][CH:20]=[C:19]([CH3:23])[C:3]=1[CH2:4][O:5][C:6]1[CH:7]=[C:8]([CH:14]=[CH:15][C:16]=1[O:17][CH3:18])[C:9]([O:11]CC)=[O:10].[OH-].[Na+]. The catalyst class is: 8. (2) Reactant: CCN(CC)CC.Br[CH2:9][CH2:10][OH:11].[OH:12][C@@H:13]1[C:29]([CH3:31])([CH3:30])[C:28](=[O:32])[C@H:27]([CH3:33])[C@@H:26]([OH:34])[C@@H:25]([CH3:35])[CH2:24][CH2:23][CH2:22][C@@H:21]2[C@@H:19]([NH:20]2)[CH2:18][C@@H:17](/[C:36](/[CH3:44])=[CH:37]/[C:38]2[N:39]=[C:40]([CH3:43])[S:41][CH:42]=2)[O:16][C:15](=[O:45])[CH2:14]1. Product: [OH:12][C@@H:13]1[C:29]([CH3:31])([CH3:30])[C:28](=[O:32])[C@H:27]([CH3:33])[C@@H:26]([OH:34])[C@@H:25]([CH3:35])[CH2:24][CH2:23][CH2:22][C@@H:21]2[C@@H:19]([N:20]2[CH2:9][CH2:10][OH:11])[CH2:18][C@@H:17](/[C:36](/[CH3:44])=[CH:37]/[C:38]2[N:39]=[C:40]([CH3:43])[S:41][CH:42]=2)[O:16][C:15](=[O:45])[CH2:14]1. The catalyst class is: 10. (3) The catalyst class is: 110. Product: [F:8][C:7]1[CH:6]=[CH:5][C:4]([C:9]([NH:12][C:13](=[O:23])[O:14][CH:15]2[CH:20]3[CH2:21][CH2:22][N:17]([CH2:18][CH2:19]3)[CH2:16]2)([CH3:11])[CH3:10])=[CH:3][C:2]=1[C:26]1[CH:27]=[CH:28][O:24][CH:25]=1. Reactant: Br[C:2]1[CH:3]=[C:4]([C:9]([NH:12][C:13](=[O:23])[O:14][CH:15]2[CH:20]3[CH2:21][CH2:22][N:17]([CH2:18][CH2:19]3)[CH2:16]2)([CH3:11])[CH3:10])[CH:5]=[CH:6][C:7]=1[F:8].[O:24]1[CH:28]=[CH:27][C:26](B(O)O)=[CH:25]1. (4) Reactant: [Br:1][C:2]1[CH:3]=[C:4]([OH:12])[C:5]2[N:6]=[CH:7][CH:8]=[N:9][C:10]=2[CH:11]=1.N1C=CN=C1.[Si:18](Cl)([C:21]([CH3:24])([CH3:23])[CH3:22])([CH3:20])[CH3:19]. Product: [Br:1][C:2]1[CH:11]=[C:10]2[C:5]([N:6]=[CH:7][CH:8]=[N:9]2)=[C:4]([O:12][Si:18]([C:21]([CH3:24])([CH3:23])[CH3:22])([CH3:20])[CH3:19])[CH:3]=1. The catalyst class is: 2. (5) Reactant: F[C:2]1[CH:3]=[C:4]2[C:9](=[CH:10][C:11]=1[N+:12]([O-:14])=[O:13])[NH:8][C:7](=[O:15])[N:6]([NH:16][S:17]([CH3:20])(=[O:19])=[O:18])[C:5]2=[O:21].COC1C=C(OC)C=CC=1C[NH2:27]. Product: [NH2:27][C:2]1[CH:3]=[C:4]2[C:9](=[CH:10][C:11]=1[N+:12]([O-:14])=[O:13])[NH:8][C:7](=[O:15])[N:6]([NH:16][S:17]([CH3:20])(=[O:19])=[O:18])[C:5]2=[O:21]. The catalyst class is: 8. (6) Reactant: CC(OI1(OC(C)=O)(OC(C)=O)OC(=O)C2C=CC=CC1=2)=O.[Cl:23][C:24]1[CH:29]=[CH:28][C:27]([S:30]([N:33]([C:40]2[CH:45]=[C:44]([Cl:46])[CH:43]=[CH:42][C:41]=2[Cl:47])[C@H:34]([CH3:39])[CH2:35][CH2:36][CH2:37][OH:38])(=[O:32])=[O:31])=[CH:26][CH:25]=1. Product: [Cl:23][C:24]1[CH:25]=[CH:26][C:27]([S:30]([N:33]([C:40]2[CH:45]=[C:44]([Cl:46])[CH:43]=[CH:42][C:41]=2[Cl:47])[C@H:34]([CH3:39])[CH2:35][CH2:36][CH:37]=[O:38])(=[O:32])=[O:31])=[CH:28][CH:29]=1. The catalyst class is: 4. (7) Reactant: [C:1]([Cu])#[N:2].C([NH:11][C:12]1[N:16]([CH3:17])[N:15]=[C:14](Br)[C:13]=1[N+:19]([O-:21])=[O:20])C1C=CC=CC=1. Product: [NH2:11][C:12]1[N:16]([CH3:17])[N:15]=[C:14]([C:1]#[N:2])[C:13]=1[N+:19]([O-:21])=[O:20]. The catalyst class is: 3. (8) Reactant: [Cl:1][C:2]1[N:7]=[CH:6][C:5]([NH:8][CH3:9])=[C:4]([C:10]2[C:11]([CH3:16])=[N:12][CH:13]=[CH:14][CH:15]=2)[CH:3]=1.C([Li])CCC.[F:22][C:23]([F:41])([F:40])[C:24]1[CH:25]=[C:26]([C:34]([CH3:39])([CH3:38])[C:35](Cl)=[O:36])[CH:27]=[C:28]([C:30]([F:33])([F:32])[F:31])[CH:29]=1.[OH-].[Na+]. Product: [F:33][C:30]([F:31])([F:32])[C:28]1[CH:27]=[C:26]([C:34]([CH3:38])([CH3:39])[C:35]([N:8]([C:5]2[CH:6]=[N:7][C:2]([Cl:1])=[CH:3][C:4]=2[C:10]2[C:11]([CH3:16])=[N:12][CH:13]=[CH:14][CH:15]=2)[CH3:9])=[O:36])[CH:25]=[C:24]([C:23]([F:40])([F:22])[F:41])[CH:29]=1. The catalyst class is: 1.